Dataset: Catalyst prediction with 721,799 reactions and 888 catalyst types from USPTO. Task: Predict which catalyst facilitates the given reaction. (1) Reactant: [F:1][C:2]([F:16])([C:7]1[CH:12]=[CH:11][N:10]=[C:9]([C:13]([NH2:15])=O)[CH:8]=1)[C:3]([F:6])([F:5])[F:4].[C:17](N1C=CN=C1)(N1C=CN=C1)=[O:18].[N:29]12CCCN=C1CCCCC2.Cl.[OH2:41]. Product: [F:1][C:2]([F:16])([C:7]1[CH:12]=[CH:11][N:10]=[C:9]([C:13]2[NH:29][O:41][C:17](=[O:18])[N:15]=2)[CH:8]=1)[C:3]([F:6])([F:5])[F:4]. The catalyst class is: 7. (2) Reactant: [CH3:1][C:2]#[N:3].C([Li])CCC.Cl[C:10]1[C:15]([Cl:16])=[CH:14][CH:13]=[CH:12][N:11]=1. Product: [Cl:16][C:15]1[C:10]([CH2:1][C:2]#[N:3])=[N:11][CH:12]=[CH:13][CH:14]=1. The catalyst class is: 1. (3) Reactant: Cl[C:2]1[CH:7]=[CH:6][C:5]([NH:8][C:9]([CH:11]2[C:20]3[C:15](=[CH:16][CH:17]=[CH:18][CH:19]=3)[CH2:14][CH:13](C(O)=O)[NH:12]2)=[O:10])=[CH:4][CH:3]=1.[O:24]1[CH2:28][CH2:27][N:26]([C:29](C2C=CC(N)=CC=2)=[O:30])[CH2:25]1.[CH2:38]([Cl:41])[CH2:39]Cl. Product: [O:24]1[CH2:28][CH2:27][N:26]([C:29]([C:2]2[CH:3]=[CH:4][C:5]([NH:8][C:9]([CH:11]3[CH2:20][C:15]4[C:14](=[CH:19][CH:18]=[CH:17][CH:16]=4)[CH2:13][N:12]3[C:9]([NH:8][C:5]3[CH:6]=[CH:39][C:38]([Cl:41])=[CH:3][CH:4]=3)=[O:10])=[O:10])=[CH:6][CH:7]=2)=[O:30])[CH2:25]1. The catalyst class is: 3.